Dataset: NCI-60 drug combinations with 297,098 pairs across 59 cell lines. Task: Regression. Given two drug SMILES strings and cell line genomic features, predict the synergy score measuring deviation from expected non-interaction effect. (1) Drug 1: C(CC(=O)O)C(=O)CN.Cl. Drug 2: COCCOC1=C(C=C2C(=C1)C(=NC=N2)NC3=CC=CC(=C3)C#C)OCCOC.Cl. Cell line: TK-10. Synergy scores: CSS=27.3, Synergy_ZIP=-3.15, Synergy_Bliss=-1.94, Synergy_Loewe=-40.8, Synergy_HSA=0.0389. (2) Drug 1: C1=CC(=CC=C1CC(C(=O)O)N)N(CCCl)CCCl.Cl. Drug 2: CC1=C(N=C(N=C1N)C(CC(=O)N)NCC(C(=O)N)N)C(=O)NC(C(C2=CN=CN2)OC3C(C(C(C(O3)CO)O)O)OC4C(C(C(C(O4)CO)O)OC(=O)N)O)C(=O)NC(C)C(C(C)C(=O)NC(C(C)O)C(=O)NCCC5=NC(=CS5)C6=NC(=CS6)C(=O)NCCC[S+](C)C)O. Cell line: U251. Synergy scores: CSS=32.5, Synergy_ZIP=-8.14, Synergy_Bliss=0.727, Synergy_Loewe=-2.28, Synergy_HSA=-0.0125.